Dataset: Forward reaction prediction with 1.9M reactions from USPTO patents (1976-2016). Task: Predict the product of the given reaction. Given the reactants Br[C:2]1[CH:3]=[C:4]([NH2:9])[C:5]([NH2:8])=[CH:6][CH:7]=1.[CH2:10]([N:13]1[C:22]2[C:17](=[CH:18][CH:19]=[CH:20][CH:21]=2)[CH2:16][CH:15]([C:23](O)=O)[CH2:14]1)[CH2:11][CH3:12].O1C2C(=CC=CC=2)CC(C(O)=O)C1.BrC1C=CC2N[C:45]([CH:47]3[CH2:56][C:55]4[C:50](=CC=CC=4)OC3)=[N:46]C=2C=1, predict the reaction product. The product is: [CH2:10]([N:13]1[C:22]2[C:17](=[CH:18][CH:19]=[CH:20][CH:21]=2)[CH2:16][CH:15]([C:23]2[NH:9][C:4]3[CH:3]=[C:2]([C:56]4[CH:47]=[CH:45][N:46]=[CH:50][CH:55]=4)[CH:7]=[CH:6][C:5]=3[N:8]=2)[CH2:14]1)[CH2:11][CH3:12].